From a dataset of Full USPTO retrosynthesis dataset with 1.9M reactions from patents (1976-2016). Predict the reactants needed to synthesize the given product. (1) Given the product [C:1]1([CH:7]([NH:13][CH:10]2[CH2:12][CH2:11]2)[CH3:8])[CH:6]=[CH:5][CH:4]=[CH:3][CH:2]=1, predict the reactants needed to synthesize it. The reactants are: [C:1]1([C:7](=O)[CH3:8])[CH:6]=[CH:5][CH:4]=[CH:3][CH:2]=1.[CH:10]1([NH2:13])[CH2:12][CH2:11]1.S([O-])([O-])(=O)=O.[Mg+2]. (2) Given the product [C:1]([O:5][C:6]([NH:8][CH:9]([C:23]([CH3:24])([CH3:25])[CH:26]=[CH2:27])[C:10]([OH:12])=[O:11])=[O:7])([CH3:2])([CH3:3])[CH3:4], predict the reactants needed to synthesize it. The reactants are: [C:1]([O:5][C:6]([NH:8][CH2:9][C:10]([O:12]CC=C(C)C)=[O:11])=[O:7])([CH3:4])([CH3:3])[CH3:2].[Li+].CC([N-][CH:23]([CH3:25])[CH3:24])C.[CH2:26]1COC[CH2:27]1. (3) The reactants are: [CH3:1][N:2]([CH3:21])[C:3]([CH:5]1[CH2:10][C:9](=[O:11])[C:8]([N:12]=NC2C=CC=CC=2)=[C:7]([OH:20])[CH2:6]1)=[O:4].[C:22](OC(=O)C)(=[O:24])[CH3:23].C(O)(=O)C. Given the product [CH3:21][N:2]([CH3:1])[C:3]([CH:5]1[CH2:10][C:9](=[O:11])[C:8]([NH:12][C:22](=[O:24])[CH3:23])=[C:7]([OH:20])[CH2:6]1)=[O:4], predict the reactants needed to synthesize it. (4) Given the product [CH2:1]([O:3][C:4](=[O:31])[CH2:5][N:6]1[C:14]2[CH2:13][CH2:12][CH2:11][C@@H:10]([N:15]([S:17]([C:20]3[CH:25]=[C:24]([C:26]([F:29])([F:28])[F:27])[CH:23]=[C:22]([CH:33]4[CH2:37][CH2:36][CH2:35][CH2:34]4)[CH:21]=3)(=[O:19])=[O:18])[CH3:16])[C:9]=2[CH:8]=[N:7]1)[CH3:2], predict the reactants needed to synthesize it. The reactants are: [CH2:1]([O:3][C:4](=[O:31])[CH2:5][N:6]1[C:14]2[CH2:13][CH2:12][CH2:11][C@@H:10]([N:15]([S:17]([C:20]3[CH:25]=[C:24]([C:26]([F:29])([F:28])[F:27])[CH:23]=[C:22](Br)[CH:21]=3)(=[O:19])=[O:18])[CH3:16])[C:9]=2[CH:8]=[N:7]1)[CH3:2].[Br-].[CH:33]1([Zn+])[CH2:37][CH2:36][CH2:35][CH2:34]1.O1CCCC1.C(P(C(C)(C)C)C(C)(C)C)(C)(C)C.